Dataset: Peptide-MHC class II binding affinity with 134,281 pairs from IEDB. Task: Regression. Given a peptide amino acid sequence and an MHC pseudo amino acid sequence, predict their binding affinity value. This is MHC class II binding data. The peptide sequence is FTQTMKGVERLAVMG. The MHC is DRB1_0404 with pseudo-sequence DRB1_0404. The binding affinity (normalized) is 0.524.